Dataset: NCI-60 drug combinations with 297,098 pairs across 59 cell lines. Task: Regression. Given two drug SMILES strings and cell line genomic features, predict the synergy score measuring deviation from expected non-interaction effect. (1) Drug 1: CC12CCC(CC1=CCC3C2CCC4(C3CC=C4C5=CN=CC=C5)C)O. Drug 2: C1=CN(C(=O)N=C1N)C2C(C(C(O2)CO)O)O.Cl. Cell line: 786-0. Synergy scores: CSS=35.8, Synergy_ZIP=1.95, Synergy_Bliss=7.08, Synergy_Loewe=-12.0, Synergy_HSA=8.31. (2) Drug 1: CC(C1=C(C=CC(=C1Cl)F)Cl)OC2=C(N=CC(=C2)C3=CN(N=C3)C4CCNCC4)N. Drug 2: COC1=C2C(=CC3=C1OC=C3)C=CC(=O)O2. Cell line: HCT116. Synergy scores: CSS=18.5, Synergy_ZIP=8.09, Synergy_Bliss=2.80, Synergy_Loewe=-12.4, Synergy_HSA=1.87. (3) Drug 1: CNC(=O)C1=CC=CC=C1SC2=CC3=C(C=C2)C(=NN3)C=CC4=CC=CC=N4. Drug 2: C1CC(=O)NC(=O)C1N2CC3=C(C2=O)C=CC=C3N. Cell line: SK-OV-3. Synergy scores: CSS=-1.34, Synergy_ZIP=-0.483, Synergy_Bliss=-2.25, Synergy_Loewe=-4.04, Synergy_HSA=-3.97.